Dataset: Full USPTO retrosynthesis dataset with 1.9M reactions from patents (1976-2016). Task: Predict the reactants needed to synthesize the given product. (1) Given the product [Cl:63][C:39]([Cl:38])([Cl:62])[CH2:40][O:41][C:42](=[O:61])[C:43]1[CH:48]=[CH:47][CH:46]=[CH:45][C:44]=1[CH2:49][S:50][C:51]1[CH:52]=[CH:53][C:54]([CH2:57][C:58]([O:60][CH2:24][C:25]2[CH:26]=[CH:27][C:28]([C:31]([F:32])([F:33])[F:34])=[CH:29][CH:30]=2)=[O:59])=[CH:55][CH:56]=1, predict the reactants needed to synthesize it. The reactants are: ClC(Cl)(Cl)COC(=O)C1C=CC=CC=1CSC1C=CC=C(CC(O[CH2:24][C:25]2[CH:30]=[CH:29][C:28]([C:31]([F:34])([F:33])[F:32])=[CH:27][CH:26]=2)=O)C=1.[Cl:38][C:39]([Cl:63])([Cl:62])[CH2:40][O:41][C:42](=[O:61])[C:43]1[CH:48]=[CH:47][CH:46]=[CH:45][C:44]=1[CH2:49][S:50][C:51]1[CH:56]=[CH:55][C:54]([CH2:57][C:58]([OH:60])=[O:59])=[CH:53][CH:52]=1.FC(F)(F)C1C=CC(CO)=CC=1.Cl. (2) Given the product [F:36][C:37]1[CH:38]=[C:39]([CH:40]=[CH:41][CH:42]=1)[O:23][C@H:22]([C:16]1[CH:17]=[CH:18][CH:19]=[CH:20][CH:21]=1)[CH:24]1[CH2:29][CH2:28][NH:27][CH2:26][CH2:25]1, predict the reactants needed to synthesize it. The reactants are: [C@]12(CS(O)(=O)=O)C(C)(C)C(CC1)CC2=O.[C:16]1([C@H:22]([CH:24]2[CH2:29][CH2:28][NH:27][CH2:26][CH2:25]2)[OH:23])[CH:21]=[CH:20][CH:19]=[CH:18][CH:17]=1.CC(C)([O-])C.[K+].[F:36][C:37]1[CH:42]=[CH:41][CH:40]=[C:39](F)[CH:38]=1.[Na+].[Cl-]. (3) The reactants are: [NH2:1][C:2]1[N:7]=[CH:6][C:5]([C:8]2[CH:9]=[CH:10][C:11]3[O:17][CH2:16][CH2:15][N:14](C(OC(C)(C)C)=O)[CH2:13][C:12]=3[CH:25]=2)=[CH:4][C:3]=1[N+:26]([O-:28])=[O:27].[ClH:29]. Given the product [ClH:29].[ClH:29].[N+:26]([C:3]1[C:2]([NH2:1])=[N:7][CH:6]=[C:5]([C:8]2[CH:9]=[CH:10][C:11]3[O:17][CH2:16][CH2:15][NH:14][CH2:13][C:12]=3[CH:25]=2)[CH:4]=1)([O-:28])=[O:27], predict the reactants needed to synthesize it. (4) Given the product [CH3:68][N:69]([CH3:81])[C:70]([C:72]1[CH:77]=[CH:76][C:75]([C:8]2[CH:9]=[CH:10][C:11]3=[C:12]([CH:35]=2)[N:13]=[C:14]([NH:27][C:28](=[O:34])[O:29][C:30]([CH3:32])([CH3:31])[CH3:33])[CH2:15][C:16]([C:18](=[O:26])[N:19]([CH2:20][CH2:21][CH3:22])[CH2:23][CH2:24][CH3:25])=[CH:17]3)=[CH:74][CH:73]=1)=[O:71], predict the reactants needed to synthesize it. The reactants are: C([O-])([O-])=O.[Na+].[Na+].Br[C:8]1[CH:9]=[CH:10][C:11]2=[C:12]([CH:35]=1)[N:13]=[C:14]([NH:27][C:28](=[O:34])[O:29][C:30]([CH3:33])([CH3:32])[CH3:31])[CH2:15][C:16]([C:18](=[O:26])[N:19]([CH2:23][CH2:24][CH3:25])[CH2:20][CH2:21][CH3:22])=[CH:17]2.O.[K].[K].C1(P(C2C=CC(S(O)(=O)=O)=CC=2)C2C=CC(S(O)(=O)=O)=CC=2)C=CC=CC=1.N#N.[CH3:68][N:69]([CH3:81])[C:70]([C:72]1[CH:77]=[CH:76][C:75](B(O)O)=[CH:74][CH:73]=1)=[O:71]. (5) Given the product [CH:28]1([CH2:27][C@H:9]2[NH:8][CH2:13][CH:12]([C:14]3[CH:15]=[C:16]([F:21])[CH:17]=[C:18]([F:20])[CH:19]=3)[N:11]([CH2:22][C:23]([NH:35][C:36]3[CH:37]=[C:38]4[C:51](=[CH:52][CH:53]=3)[CH2:50][C@:40]3([C:48]5[C:43](=[N:44][CH:45]=[CH:46][CH:47]=5)[NH:42][C:41]3=[O:49])[CH2:39]4)=[O:24])[C:10]2=[O:26])[CH2:29][CH2:30][CH2:31][CH2:32][CH2:33][CH2:34]1, predict the reactants needed to synthesize it. The reactants are: C(OC([N:8]1[CH2:13][CH:12]([C:14]2[CH:19]=[C:18]([F:20])[CH:17]=[C:16]([F:21])[CH:15]=2)[N:11]([CH2:22][C:23](O)=[O:24])[C:10](=[O:26])[C@H:9]1[CH2:27][CH:28]1[CH2:34][CH2:33][CH2:32][CH2:31][CH2:30][CH2:29]1)=O)(C)(C)C.[NH2:35][C:36]1[CH:37]=[C:38]2[C:51](=[CH:52][CH:53]=1)[CH2:50][C@:40]1([C:48]3[C:43](=[N:44][CH:45]=[CH:46][CH:47]=3)[NH:42][C:41]1=[O:49])[CH2:39]2.Cl.C(N=C=NCCCN(C)C)C.C1C=CC2N(O)N=NC=2C=1. (6) Given the product [C:4]([O:3][C:1](=[O:2])[N:8]([CH:9]1[CH2:10][CH2:11][CH:12]([N:15]([C:16]([C:18]2[S:22][C:21]3[C:23]([F:28])=[CH:24][CH:25]=[C:26]([F:27])[C:20]=3[C:19]=2[Cl:29])=[O:17])[CH2:30][C:31]2[CH:32]=[C:33]([C:45]3[CH:50]=[CH:49][N:48]=[CH:47][CH:46]=3)[CH:34]=[CH:35][C:36]=2[O:37][CH3:38])[CH2:13][CH2:14]1)[CH3:42])([CH3:5])([CH3:7])[CH3:6], predict the reactants needed to synthesize it. The reactants are: [C:1]([N:8]([CH3:42])[CH:9]1[CH2:14][CH2:13][CH:12]([N:15]([CH2:30][C:31]2[CH:32]=[C:33](B(O)O)[CH:34]=[CH:35][C:36]=2[O:37][CH3:38])[C:16]([C:18]2[S:22][C:21]3[C:23]([F:28])=[CH:24][CH:25]=[C:26]([F:27])[C:20]=3[C:19]=2[Cl:29])=[O:17])[CH2:11][CH2:10]1)([O:3][C:4]([CH3:7])([CH3:6])[CH3:5])=[O:2].Cl.Br[C:45]1[CH:50]=[CH:49][N:48]=[CH:47][CH:46]=1.